From a dataset of Full USPTO retrosynthesis dataset with 1.9M reactions from patents (1976-2016). Predict the reactants needed to synthesize the given product. (1) Given the product [OH:4][CH2:5][CH2:6][C:7]1[CH:8]=[CH:9][CH:10]=[C:11]2[C:15]=1[NH:14][CH:13]=[C:12]2[C:16](=[O:33])[CH:17]([NH:24][C:25]1[CH:26]=[N:27][CH:28]=[C:29]([O:31][CH3:32])[CH:30]=1)[C:18]1[CH:19]=[CH:20][CH:21]=[CH:22][CH:23]=1, predict the reactants needed to synthesize it. The reactants are: C([O:4][CH2:5][CH2:6][C:7]1[CH:8]=[CH:9][CH:10]=[C:11]2[C:15]=1[NH:14][CH:13]=[C:12]2[C:16](=[O:33])[CH:17]([NH:24][C:25]1[CH:26]=[N:27][CH:28]=[C:29]([O:31][CH3:32])[CH:30]=1)[C:18]1[CH:23]=[CH:22][CH:21]=[CH:20][CH:19]=1)(=O)C.C(=O)([O-])[O-].[K+].[K+]. (2) Given the product [OH:14][C:9]1[CH2:10][CH2:11][CH2:12][CH2:13][C:8]=1[C:6]1[N:5]=[C:4]([C:15]([O:17][CH2:18][CH3:19])=[O:16])[CH:3]=[CH:2][CH:7]=1, predict the reactants needed to synthesize it. The reactants are: Cl[C:2]1[CH:7]=[C:6]([C:8]2[CH2:13][CH2:12][CH2:11][CH2:10][C:9]=2[OH:14])[N:5]=[C:4]([C:15]([O:17][CH2:18][CH3:19])=[O:16])[CH:3]=1. (3) Given the product [Cl:27][C:28]1[CH:29]=[C:30]([C@H:34]([NH:36][C:37]([N:3]2[CH:2]([CH3:1])[C:10]3[CH:9]=[N:8][C:7]([NH:11][CH:12]4[CH2:17][CH2:16][O:15][CH2:14][CH2:13]4)=[N:6][C:5]=3[CH2:4]2)=[O:38])[CH3:35])[CH:31]=[CH:32][CH:33]=1, predict the reactants needed to synthesize it. The reactants are: [CH3:1][CH:2]1[C:10]2[CH:9]=[N:8][C:7]([NH:11][CH:12]3[CH2:17][CH2:16][O:15][CH2:14][CH2:13]3)=[N:6][C:5]=2[CH2:4][NH:3]1.C(N(CC)C(C)C)(C)C.[Cl:27][C:28]1[CH:33]=[CH:32][CH:31]=[C:30]([C@H:34]([N:36]=[C:37]=[O:38])[CH3:35])[CH:29]=1. (4) Given the product [CH2:1]([O:3][C:4](=[O:21])[CH:5]([N:7]1[CH:11]=[C:10]([C:23]2[C:35]3[C:34]4[C:29](=[CH:30][CH:31]=[CH:32][CH:33]=4)[C:28]([OH:36])([C:37]([F:40])([F:39])[F:38])[C:27]=3[CH:26]=[C:25]([F:41])[CH:24]=2)[CH:9]=[N:8]1)[CH3:6])[CH3:2], predict the reactants needed to synthesize it. The reactants are: [CH2:1]([O:3][C:4](=[O:21])[CH:5]([N:7]1[CH:11]=[C:10](B2OC(C)(C)C(C)(C)O2)[CH:9]=[N:8]1)[CH3:6])[CH3:2].Cl[C:23]1[C:35]2[C:34]3[C:29](=[CH:30][CH:31]=[CH:32][CH:33]=3)[C:28]([C:37]([F:40])([F:39])[F:38])([OH:36])[C:27]=2[CH:26]=[C:25]([F:41])[CH:24]=1.C(=O)([O-])O.[Na+].C1(P(C2CCCCC2)C2C=CC=CC=2C2C(OC)=CC=CC=2OC)CCCCC1.